This data is from Reaction yield outcomes from USPTO patents with 853,638 reactions. The task is: Predict the reaction yield, written as a fraction of the theoretical maximum amount of product (1.0 means a 100% yield; for example, 0.34 means a 34% yield). (1) The catalyst is N1C=CC=CC=1. The product is [C:1]([C:5]1[CH:10]=[CH:9][C:8]([S:11]([NH:31][C:30]2[N:26]([C:21]3[C:20]4[C:25](=[C:16]([F:15])[CH:17]=[CH:18][CH:19]=4)[N:24]=[CH:23][CH:22]=3)[N:27]=[C:28]([CH3:32])[CH:29]=2)(=[O:13])=[O:12])=[CH:7][CH:6]=1)([CH3:4])([CH3:3])[CH3:2]. The reactants are [C:1]([C:5]1[CH:10]=[CH:9][C:8]([S:11](Cl)(=[O:13])=[O:12])=[CH:7][CH:6]=1)([CH3:4])([CH3:3])[CH3:2].[F:15][C:16]1[CH:17]=[CH:18][CH:19]=[C:20]2[C:25]=1[N:24]=[CH:23][CH:22]=[C:21]2[N:26]1[C:30]([NH2:31])=[CH:29][C:28]([CH3:32])=[N:27]1.ClCCl. The yield is 0.0200. (2) The reactants are [CH2:1]([O:3][CH:4](OCC)[CH2:5][O:6][C:7](=[O:14])[C:8]1[CH:13]=[CH:12][CH:11]=[CH:10][CH:9]=1)[CH3:2].[SH:18]CCO.O.C1(C)C=CC(S(O)(=O)=O)=CC=1. The catalyst is C1(C)C=CC=CC=1. The product is [C:7]([O:6][CH2:5][CH:4]1[S:18][CH2:2][CH2:1][O:3]1)(=[O:14])[C:8]1[CH:13]=[CH:12][CH:11]=[CH:10][CH:9]=1. The yield is 0.909. (3) The reactants are [F:1][C:2]1[C:7]([F:8])=[C:6]([N:9]2[CH2:14][CH2:13][O:12][CH2:11][CH2:10]2)[CH:5]=[CH:4][C:3]=1[NH:15][N:16]=[C:17]([C:22](=[O:26])[CH2:23][O:24][CH3:25])[C:18]([O:20][CH3:21])=[O:19].[CH3:27]OC(OC)N(C)C. No catalyst specified. The product is [F:1][C:2]1[C:7]([F:8])=[C:6]([N:9]2[CH2:14][CH2:13][O:12][CH2:11][CH2:10]2)[CH:5]=[CH:4][C:3]=1[N:15]1[CH:27]=[C:23]([O:24][CH3:25])[C:22](=[O:26])[C:17]([C:18]([O:20][CH3:21])=[O:19])=[N:16]1. The yield is 0.840. (4) The reactants are [OH:1][CH:2]([C:4]1[CH:9]=[CH:8][C:7]([CH:10]2[C:14]3[C:15]([CH3:29])=[C:16]([NH:21][C:22](=[O:28])[CH2:23][C:24]([CH3:27])([CH3:26])[CH3:25])[C:17]([CH3:20])=[C:18]([CH3:19])[C:13]=3[O:12][CH2:11]2)=[CH:6][CH:5]=1)[CH3:3].C1COCC1.C(OC(C)C)(C)C. No catalyst specified. The product is [C:2]([C:4]1[CH:9]=[CH:8][C:7]([CH:10]2[C:14]3[C:15]([CH3:29])=[C:16]([NH:21][C:22](=[O:28])[CH2:23][C:24]([CH3:26])([CH3:25])[CH3:27])[C:17]([CH3:20])=[C:18]([CH3:19])[C:13]=3[O:12][CH2:11]2)=[CH:6][CH:5]=1)(=[O:1])[CH3:3]. The yield is 0.650. (5) The reactants are F[C:2]1[CH:9]=[C:8]([C:10]2[C:19]3[CH2:18][CH2:17][CH2:16][C:15](=[O:20])[C:14]=3[CH:13]=[CH:12][CH:11]=2)[CH:7]=[CH:6][C:3]=1[C:4]#[N:5].[NH2:21][CH:22]1[CH2:27][CH2:26][O:25][CH2:24][CH2:23]1.C(N(C(C)C)CC)(C)C.O. The catalyst is CS(C)=O.C(OCC)(=O)C. The product is [O:20]=[C:15]1[CH2:16][CH2:17][CH2:18][C:19]2[C:10]([C:8]3[CH:7]=[CH:6][C:3]([C:4]#[N:5])=[C:2]([NH:21][CH:22]4[CH2:27][CH2:26][O:25][CH2:24][CH2:23]4)[CH:9]=3)=[CH:11][CH:12]=[CH:13][C:14]1=2. The yield is 0.430. (6) The reactants are [C:1]([NH:9][NH2:10])(=[O:8])[C:2]1[CH:7]=[CH:6][CH:5]=[CH:4][CH:3]=1.[C:11]([O:18][CH3:19])(=[O:17])[CH2:12][CH2:13][C:14]([O-])=[O:15].F[P-](F)(F)(F)(F)F.N1(O[P+](N(C)C)(N(C)C)N(C)C)C2C=CC=CC=2N=N1.C(N(CC)C(C)C)(C)C. The catalyst is CN(C)C1C=CN=CC=1.CN(C=O)C. The product is [C:1]([NH:9][NH:10][C:14](=[O:15])[CH2:13][CH2:12][C:11]([O:18][CH3:19])=[O:17])(=[O:8])[C:2]1[CH:7]=[CH:6][CH:5]=[CH:4][CH:3]=1. The yield is 0.326. (7) The reactants are [C:1]([O:5][C:6](=[O:35])[NH:7][C:8]1([C:12]2[CH:17]=[CH:16][C:15]([C:18]3[C:27]([C:28]4[CH:33]=[CH:32][CH:31]=[CH:30][CH:29]=4)=[CH:26][C:25]4[C:24](=S)[NH:23][CH2:22][CH2:21][C:20]=4[N:19]=3)=[CH:14][CH:13]=2)[CH2:11][CH2:10][CH2:9]1)([CH3:4])([CH3:3])[CH3:2].[C:36](OCC)(=[O:39])[NH:37][NH2:38]. The catalyst is C1COCC1.C([O-])(=O)C.[Hg+]. The product is [C:1]([O:5][C:6](=[O:35])[NH:7][C:8]1([C:12]2[CH:17]=[CH:16][C:15]([C:18]3[C:27]([C:28]4[CH:33]=[CH:32][CH:31]=[CH:30][CH:29]=4)=[CH:26][C:25]4[C:24]5=[N:38][NH:37][C:36](=[O:39])[N:23]5[CH2:22][CH2:21][C:20]=4[N:19]=3)=[CH:14][CH:13]=2)[CH2:11][CH2:10][CH2:9]1)([CH3:4])([CH3:3])[CH3:2]. The yield is 0.560. (8) The reactants are [F:1][CH2:2][S:3]([C:6]1[CH:11]=[CH:10][C:9]([Cl:12])=[CH:8][CH:7]=1)(=[O:5])=[O:4].[NH2:13][NH2:14].O.CO. The catalyst is CN(C=O)C. The product is [ClH:12].[F:1][CH2:2][S:3]([C:6]1[CH:11]=[CH:10][C:9]([NH:13][NH2:14])=[CH:8][CH:7]=1)(=[O:5])=[O:4]. The yield is 0.494.